This data is from Catalyst prediction with 721,799 reactions and 888 catalyst types from USPTO. The task is: Predict which catalyst facilitates the given reaction. (1) Reactant: C(OC(=O)[NH:7][CH:8]1[CH2:13][CH2:12][N:11]([C:14]2[C:23]3[C:18](=[CH:19][N:20]=[CH:21][CH:22]=3)[CH:17]=[C:16]([C:24]3[CH:29]=[CH:28][N:27]=[CH:26][CH:25]=3)[N:15]=2)[CH2:10][CH2:9]1)(C)(C)C. Product: [N:27]1[CH:28]=[CH:29][C:24]([C:16]2[N:15]=[C:14]([N:11]3[CH2:12][CH2:13][CH:8]([NH2:7])[CH2:9][CH2:10]3)[C:23]3[C:18]([CH:17]=2)=[CH:19][N:20]=[CH:21][CH:22]=3)=[CH:25][CH:26]=1. The catalyst class is: 137. (2) Product: [Br:1][C:2]1[CH:7]=[CH:6][CH:5]=[C:4]([N+:8]([O-:10])=[O:9])[C:3]=1[CH2:11][O:16][C:14](=[O:15])[CH3:13]. Reactant: [Br:1][C:2]1[CH:7]=[CH:6][CH:5]=[C:4]([N+:8]([O-:10])=[O:9])[C:3]=1[CH2:11]Br.[CH3:13][C:14]([O-:16])=[O:15].[K+]. The catalyst class is: 3. (3) Reactant: [NH2:1][C:2]1[CH:7]=[CH:6][C:5]([Br:8])=[CH:4][N:3]=1.[Cl:9][C:10]1[CH:19]=[C:18]([Cl:20])[CH:17]=[CH:16][C:11]=1[C:12](=O)[CH2:13]Cl.[OH-].[Na+]. Product: [Br:8][C:5]1[CH:6]=[CH:7][C:2]2[N:3]([CH:13]=[C:12]([C:11]3[CH:16]=[CH:17][C:18]([Cl:20])=[CH:19][C:10]=3[Cl:9])[N:1]=2)[CH:4]=1. The catalyst class is: 8. (4) Reactant: CC1C=CC(S([O:11][CH2:12][CH:13]2[CH2:18][CH2:17][N:16]([C:19]([O:21][C:22]([CH3:25])([CH3:24])[CH3:23])=[O:20])[CH2:15][CH2:14]2)(=O)=O)=CC=1.O[C:27]1[CH:36]=[CH:35][C:30]([C:31]([O:33][CH3:34])=[O:32])=[CH:29][CH:28]=1.C(=O)([O-])[O-].[K+].[K+].CN(C)C=O. Product: [CH3:34][O:33][C:31]([C:30]1[CH:35]=[CH:36][C:27]([O:11][CH2:12][CH:13]2[CH2:14][CH2:15][N:16]([C:19]([O:21][C:22]([CH3:23])([CH3:24])[CH3:25])=[O:20])[CH2:17][CH2:18]2)=[CH:28][CH:29]=1)=[O:32]. The catalyst class is: 6. (5) Reactant: [C:1]([O:4][CH:5](Br)[CH3:6])(=[O:3])[CH3:2].C([O-])([O-])=O.[K+].[K+].[F:14][C:15]1[C:25]([NH:26][CH2:27][C:28]2[CH:33]=[C:32]([C:34]3[CH:39]=[CH:38][CH:37]=[C:36]([F:40])[CH:35]=3)[CH:31]=[CH:30][C:29]=2[F:41])=[C:24]([F:42])[CH:23]=[CH:22][C:16]=1[O:17][CH2:18][C:19]([OH:21])=[O:20]. Product: [F:14][C:15]1[C:25]([NH:26][CH2:27][C:28]2[CH:33]=[C:32]([C:34]3[CH:39]=[CH:38][CH:37]=[C:36]([F:40])[CH:35]=3)[CH:31]=[CH:30][C:29]=2[F:41])=[C:24]([F:42])[CH:23]=[CH:22][C:16]=1[O:17][CH2:18][C:19]([O:21][CH:5]([O:4][C:1](=[O:3])[CH3:2])[CH3:6])=[O:20]. The catalyst class is: 44. (6) Reactant: C([O:3][C:4](=[O:36])[CH2:5][C@H:6]1[C:14]2[C:9](=[CH:10][C:11]([O:15][CH2:16][CH2:17][CH2:18][N:19]([C:21]3[C:26]([C:27]4[CH:32]=[CH:31][C:30]([O:33][CH3:34])=[CH:29][CH:28]=4)=[CH:25][N:24]=[C:23]([Cl:35])[N:22]=3)[CH3:20])=[CH:12][CH:13]=2)[CH2:8][CH2:7]1)C.C(O)C.O.O[Li].O. Product: [Cl:35][C:23]1[N:22]=[C:21]([N:19]([CH3:20])[CH2:18][CH2:17][CH2:16][O:15][C:11]2[CH:10]=[C:9]3[C:14](=[CH:13][CH:12]=2)[C@H:6]([CH2:5][C:4]([OH:36])=[O:3])[CH2:7][CH2:8]3)[C:26]([C:27]2[CH:32]=[CH:31][C:30]([O:33][CH3:34])=[CH:29][CH:28]=2)=[CH:25][N:24]=1. The catalyst class is: 1. (7) Reactant: [Br:1][C:2]1[CH:11]=[C:10]2[C:5]([C:6]([CH3:12])=[CH:7][CH:8]=[N:9]2)=[CH:4][CH:3]=1.C1C=C(Cl)C=C(C(OO)=[O:21])C=1.[OH-].[Na+]. Product: [Br:1][C:2]1[CH:11]=[C:10]2[C:5]([C:6]([CH3:12])=[CH:7][CH:8]=[N+:9]2[O-:21])=[CH:4][CH:3]=1. The catalyst class is: 2. (8) Reactant: [Cl:1][C:2]1[C:3]([CH3:12])=[CH:4][C:5]([OH:11])=[C:6]([C:8](=[O:10])[CH3:9])[CH:7]=1.[Br:13]N1C(=O)CCC1=O. Product: [Br:13][C:4]1[C:5]([OH:11])=[C:6]([C:8](=[O:10])[CH3:9])[CH:7]=[C:2]([Cl:1])[C:3]=1[CH3:12]. The catalyst class is: 15. (9) Reactant: Br[C:2]1[CH:32]=[CH:31][C:5]2[N:6]=[C:7]([NH:9][C:10]3[CH:15]=[C:14]([CH2:16][C:17]4[CH:22]=[CH:21][CH:20]=[CH:19][CH:18]=4)[N:13]=[C:12]([NH:23][C@H:24]4[CH2:29][CH2:28][C@H:27]([OH:30])[CH2:26][CH2:25]4)[N:11]=3)[S:8][C:4]=2[CH:3]=1.CC1(C)C(C)(C)OB([C:41]2[CH:42]=[N:43][O:44][CH:45]=2)O1.P([O-])([O-])([O-])=O.[K+].[K+].[K+]. Product: [O:44]1[CH:45]=[C:41]([C:2]2[CH:32]=[CH:31][C:5]3[N:6]=[C:7]([NH:9][C:10]4[CH:15]=[C:14]([CH2:16][C:17]5[CH:22]=[CH:21][CH:20]=[CH:19][CH:18]=5)[N:13]=[C:12]([NH:23][C@H:24]5[CH2:29][CH2:28][C@H:27]([OH:30])[CH2:26][CH2:25]5)[N:11]=4)[S:8][C:4]=3[CH:3]=2)[CH:42]=[N:43]1. The catalyst class is: 38.